This data is from Forward reaction prediction with 1.9M reactions from USPTO patents (1976-2016). The task is: Predict the product of the given reaction. (1) Given the reactants [NH:1]([C:3]1[CH:8]=[CH:7][CH:6]=[CH:5][N:4]=1)[NH2:2].[OH:9]/[N:10]=[C:11](/[C:17](=O)[CH3:18])\[C:12]([O:14][CH2:15][CH3:16])=[O:13], predict the reaction product. The product is: [OH:9]/[N:10]=[C:11](/[CH:17]([NH:2][NH:1][C:3]1[CH:8]=[CH:7][CH:6]=[CH:5][N:4]=1)[CH3:18])\[C:12]([O:14][CH2:15][CH3:16])=[O:13]. (2) Given the reactants Cl[C:2]1[NH:3][C:4]([C:11]2[CH:16]=[CH:15][C:14]([CH:17]3[CH2:22][CH2:21][CH2:20][CH2:19][CH2:18]3)=[CH:13][CH:12]=2)=[CH:5][C:6]=1[C:7]([O:9][CH3:10])=[O:8].NC1OC(C2C=CC(C3CCCCC3)=CC=2)=CC=1C(OC)=O, predict the reaction product. The product is: [CH:17]1([C:14]2[CH:15]=[CH:16][C:11]([C:4]3[NH:3][CH:2]=[C:6]([C:7]([O:9][CH3:10])=[O:8])[CH:5]=3)=[CH:12][CH:13]=2)[CH2:18][CH2:19][CH2:20][CH2:21][CH2:22]1.